This data is from Full USPTO retrosynthesis dataset with 1.9M reactions from patents (1976-2016). The task is: Predict the reactants needed to synthesize the given product. (1) Given the product [Cl:45][CH:15]1[N:14]([CH2:13][CH2:12][N:5]([CH:3]2[CH2:2][N:1]([C:39](=[O:42])[CH:40]=[CH2:41])[CH2:4]2)[C:6](=[O:11])[C:7]([F:10])([F:8])[F:9])[C:19]2[N:20]=[C:21]([NH:24][CH3:25])[N:22]=[CH:23][C:18]=2[CH:17]=[C:16]1[C:26]1[C:27]([Cl:37])=[C:28]([O:35][CH3:36])[CH:29]=[C:30]([O:33][CH3:34])[C:31]=1[Cl:32], predict the reactants needed to synthesize it. The reactants are: [NH:1]1[CH2:4][CH:3]([N:5]([CH2:12][CH2:13][N:14]2[C:19]3[N:20]=[C:21]([NH:24][CH3:25])[N:22]=[CH:23][C:18]=3[CH:17]=[C:16]([C:26]3[C:31]([Cl:32])=[C:30]([O:33][CH3:34])[CH:29]=[C:28]([O:35][CH3:36])[C:27]=3[Cl:37])[C:15]2=O)[C:6](=[O:11])[C:7]([F:10])([F:9])[F:8])[CH2:2]1.[C:39](Cl)(=[O:42])[CH:40]=[CH2:41].C(Cl)[Cl:45].CO. (2) Given the product [CH2:1]([O:3][C:4]1[CH:5]=[C:6]([C:7](=[O:8])[CH3:20])[CH:13]=[CH:14][C:15]=1[C:16]([F:17])([F:18])[F:19])[CH3:2], predict the reactants needed to synthesize it. The reactants are: [CH2:1]([O:3][C:4]1[CH:5]=[C:6]([CH:13]=[CH:14][C:15]=1[C:16]([F:19])([F:18])[F:17])[C:7](N(OC)C)=[O:8])[CH3:2].[CH3:20][Mg]Br.Cl. (3) Given the product [CH3:2][O:3][C:4](=[O:8])[C@@H:5]([NH:6][C:30]1[C:17]([N+:24]([O-:26])=[O:25])=[CH:22][CH:21]=[C:27]([Cl:1])[N:28]=1)[CH3:7], predict the reactants needed to synthesize it. The reactants are: [ClH:1].[CH3:2][O:3][C:4](=[O:8])[C@H:5]([CH3:7])[NH2:6].C(N(CC)CC)C.Cl[C:17]1([N+:24]([O-:26])=[O:25])[CH:22]=[CH:21]C=C(Cl)N1.[CH3:27][N:28]([CH:30]=O)C. (4) The reactants are: C([O:3][C:4]([C:6]1[C:7]([N:23]([CH2:26][CH3:27])[CH2:24][CH3:25])=[N:8][C:9]2[C:14]([C:15]=1[C:16]1[CH:21]=[CH:20][CH:19]=[CH:18][CH:17]=1)=[CH:13][C:12]([Cl:22])=[CH:11][CH:10]=2)=[O:5])C.[Li+].[I-]. Given the product [Cl:22][C:12]1[CH:13]=[C:14]2[C:9](=[CH:10][CH:11]=1)[N:8]=[C:7]([N:23]([CH2:26][CH3:27])[CH2:24][CH3:25])[C:6]([C:4]([OH:5])=[O:3])=[C:15]2[C:16]1[CH:17]=[CH:18][CH:19]=[CH:20][CH:21]=1, predict the reactants needed to synthesize it. (5) The reactants are: CC1(C)[O:6][CH:5]([CH2:7][CH2:8][CH2:9][N:10]2[C:18](=[O:19])[C:17]3[C:12](=[CH:13][CH:14]=[CH:15][CH:16]=3)[C:11]2=[O:20])[CH2:4][O:3]1.Cl. Given the product [OH:6][CH:5]([CH2:4][OH:3])[CH2:7][CH2:8][CH2:9][N:10]1[C:18](=[O:19])[C:17]2[C:12](=[CH:13][CH:14]=[CH:15][CH:16]=2)[C:11]1=[O:20], predict the reactants needed to synthesize it. (6) Given the product [O:18]([C:25]1[CH:30]=[CH:29][C:28]([C:2]2[C:10]3[C:6](=[N:7][N:8]([C:11]4[CH:16]=[CH:15][N:14]=[CH:13][CH:12]=4)[N:9]=3)[C:5]([C:41]3[CH:43]=[CH:16][C:11]([O:37][C:34]4[CH:6]=[CH:10][CH:2]=[CH:3][CH:4]=4)=[CH:12][CH:40]=3)=[CH:4][CH:3]=2)=[CH:27][CH:26]=1)[C:19]1[CH:24]=[CH:23][CH:22]=[CH:21][CH:20]=1, predict the reactants needed to synthesize it. The reactants are: Br[C:2]1[C:10]2[C:6](=[N:7][N:8]([C:11]3[CH:16]=[CH:15][N:14]=[CH:13][CH:12]=3)[N:9]=2)[C:5](Br)=[CH:4][CH:3]=1.[O:18]([C:25]1[CH:30]=[CH:29][C:28](B(O)O)=[CH:27][CH:26]=1)[C:19]1[CH:24]=[CH:23][CH:22]=[CH:21][CH:20]=1.[C:34](=[O:37])([O-])[O-].[Na+].[Na+].[CH3:40][C:41]([CH3:43])=O. (7) Given the product [C:1]([O:5][C:6](=[O:19])[CH2:7][C@@:8]1([CH2:15][NH:16][C:37]([O:36][C:33]([CH3:35])([CH3:34])[CH3:32])=[O:38])[CH2:14][C@@H:13]2[C@H:9]1[CH:10]=[CH:11][CH2:12]2)([CH3:4])([CH3:3])[CH3:2], predict the reactants needed to synthesize it. The reactants are: [C:1]([O:5][C:6](=[O:19])[CH2:7][C@@:8]1([CH2:15][N+:16]([O-])=O)[CH2:14][C@@H:13]2[C@H:9]1[CH:10]=[CH:11][CH2:12]2)([CH3:4])([CH3:3])[CH3:2].[Cl-].[NH4+].C([N+]([O-])=O)([N+]([O-])=O)[N+]([O-])=O.[CH3:32][C:33]([O:36][C:37](O[C:37]([O:36][C:33]([CH3:35])([CH3:34])[CH3:32])=[O:38])=[O:38])([CH3:35])[CH3:34].C(N(CC)CC)C. (8) Given the product [C:1]([O:5][C:6]([N:8]1[CH2:9][CH2:10][CH:11]([O:14][CH2:15][C:16]2[O:18][N:47]=[C:45]([C:44]3[CH:43]=[N:42][C:41]([Cl:40])=[CH:50][CH:49]=3)[N:46]=2)[CH2:12][CH2:13]1)=[O:7])([CH3:2])([CH3:3])[CH3:4], predict the reactants needed to synthesize it. The reactants are: [C:1]([O:5][C:6]([N:8]1[CH2:13][CH2:12][CH:11]([O:14][CH2:15][C:16]([OH:18])=O)[CH2:10][CH2:9]1)=[O:7])([CH3:4])([CH3:3])[CH3:2].CCN=C=NCCCN(C)C.C1C=CC2N(O)N=NC=2C=1.[Cl:40][C:41]1[CH:50]=[CH:49][C:44]([C:45]([NH:47]O)=[NH:46])=[CH:43][N:42]=1. (9) Given the product [CH2:41]([O:40][C:38](=[O:39])[C:37]([N:4]([CH2:3][CH:2]([CH3:26])[CH3:1])[C@H:5]1[CH2:10][C@@H:9]([C:11]([N:13]2[CH2:18][CH2:17][O:16][CH2:15][CH2:14]2)=[O:12])[CH2:8][N:7]([C:19]([O:21][C:22]([CH3:24])([CH3:23])[CH3:25])=[O:20])[CH2:6]1)=[O:43])[CH3:42], predict the reactants needed to synthesize it. The reactants are: [CH3:1][CH:2]([CH3:26])[CH2:3][NH:4][C@H:5]1[CH2:10][C@@H:9]([C:11]([N:13]2[CH2:18][CH2:17][O:16][CH2:15][CH2:14]2)=[O:12])[CH2:8][N:7]([C:19]([O:21][C:22]([CH3:25])([CH3:24])[CH3:23])=[O:20])[CH2:6]1.C(N(C(C)C)CC)(C)C.Cl[C:37](=[O:43])[C:38]([O:40][CH2:41][CH3:42])=[O:39].